From a dataset of Catalyst prediction with 721,799 reactions and 888 catalyst types from USPTO. Predict which catalyst facilitates the given reaction. (1) Reactant: C[Si]([N-][Si](C)(C)C)(C)C.[K+].[Cl:11][C:12]1[CH:13]=[C:14]2[C:19](=[CH:20][C:21]=1[O:22][CH3:23])[NH:18][C:17](=[O:24])[CH:16]=[CH:15]2.I[CH3:26].O. Product: [Cl:11][C:12]1[CH:13]=[C:14]2[C:19](=[CH:20][C:21]=1[O:22][CH3:23])[N:18]([CH3:26])[C:17](=[O:24])[CH:16]=[CH:15]2. The catalyst class is: 11. (2) The catalyst class is: 434. Reactant: [Cl:1][C:2]1[CH:7]=[CH:6][C:5]([CH:8]([C:26]2[CH:31]=[CH:30][C:29]([Cl:32])=[CH:28][CH:27]=2)[C:9]2[CH:10]=[C:11]3[C:16](=[CH:17][CH:18]=2)[N:15]=[CH:14][N:13]=[C:12]3[NH:19][CH:20]2[CH2:25][CH2:24][NH:23][CH2:22][CH2:21]2)=[CH:4][CH:3]=1.[C:33]([CH2:36][CH2:37][C:38](O)=[O:39])(=[O:35])[NH2:34].CN(C(ON1N=NC2C=CC=NC1=2)=[N+](C)C)C.F[P-](F)(F)(F)(F)F.CCN(C(C)C)C(C)C. Product: [Cl:1][C:2]1[CH:7]=[CH:6][C:5]([CH:8]([C:26]2[CH:27]=[CH:28][C:29]([Cl:32])=[CH:30][CH:31]=2)[C:9]2[CH:10]=[C:11]3[C:16](=[CH:17][CH:18]=2)[N:15]=[CH:14][N:13]=[C:12]3[NH:19][CH:20]2[CH2:21][CH2:22][N:23]([C:38](=[O:39])[CH2:37][CH2:36][C:33]([NH2:34])=[O:35])[CH2:24][CH2:25]2)=[CH:4][CH:3]=1.